From a dataset of Full USPTO retrosynthesis dataset with 1.9M reactions from patents (1976-2016). Predict the reactants needed to synthesize the given product. (1) Given the product [ClH:44].[C:1]([N:9]1[CH2:10][CH2:11][CH:12]([NH:15][C@H:16]([CH2:37][C:38]2[CH:39]=[CH:40][C:41]([Cl:44])=[CH:42][CH:43]=2)[C:17]([N:19]2[CH2:20][CH2:21][C:22]([CH:31]3[CH2:36][CH2:35][CH2:34][CH2:33][CH2:32]3)([CH2:25][N:26]3[CH:30]=[N:29][CH:28]=[N:27]3)[CH2:23][CH2:24]2)=[O:18])[CH2:13][CH2:14]1)(=[O:8])[C:2]1[CH:7]=[CH:6][CH:5]=[CH:4][CH:3]=1, predict the reactants needed to synthesize it. The reactants are: [C:1]([N:9]1[CH2:14][CH2:13][CH:12]([NH:15][C@H:16]([CH2:37][C:38]2[CH:43]=[CH:42][C:41]([Cl:44])=[CH:40][CH:39]=2)[C:17]([N:19]2[CH2:24][CH2:23][C:22]([CH:31]3[CH2:36][CH2:35][CH2:34][CH2:33][CH2:32]3)([CH2:25][N:26]3[CH:30]=[N:29][CH:28]=[N:27]3)[CH2:21][CH2:20]2)=[O:18])[CH2:11][CH2:10]1)(=[O:8])[C:2]1[CH:7]=[CH:6][CH:5]=[CH:4][CH:3]=1.Cl. (2) Given the product [Br:1][C:2]1[CH:3]=[C:4]2[C:5](=[CH:6][CH:7]=1)[O:14][C:11]([CH3:13])([CH3:12])[CH2:10][C:9]2([CH3:16])[CH3:15], predict the reactants needed to synthesize it. The reactants are: [Br:1][C:2]1[CH:7]=[CH:6][C:5](O)=[C:4]([C:9]([CH3:16])([CH3:15])[CH2:10][C:11]([OH:14])([CH3:13])[CH3:12])[CH:3]=1.C1(C)C=CC(S(O)(=O)=O)=CC=1. (3) The reactants are: [NH:1]1[CH2:6][CH2:5][O:4][C:3]2[CH:7]=[N:8][CH:9]=[CH:10][C:2]1=2.[Cl:11][C:12]1[CH:13]=[C:14]([CH:18]=[C:19]([N+:23]([O-:25])=[O:24])[C:20]=1[O:21][CH3:22])[C:15](Cl)=[O:16].C(N(CC)CC)C.Cl. Given the product [Cl:11][C:12]1[CH:13]=[C:14]([C:15]([N:1]2[CH2:6][CH2:5][O:4][C:3]3[CH:7]=[N:8][CH:9]=[CH:10][C:2]2=3)=[O:16])[CH:18]=[C:19]([N+:23]([O-:25])=[O:24])[C:20]=1[O:21][CH3:22], predict the reactants needed to synthesize it. (4) Given the product [NH2:2][C:3]1[N:8]=[C:7]([CH:9]2[CH2:11][CH2:10]2)[N:6]=[C:5]([C:12]([O:14][CH3:23])=[O:13])[C:4]=1[Cl:15], predict the reactants needed to synthesize it. The reactants are: O.[NH2:2][C:3]1[N:8]=[C:7]([CH:9]2[CH2:11][CH2:10]2)[N:6]=[C:5]([C:12]([OH:14])=[O:13])[C:4]=1[Cl:15].S(Cl)(Cl)=O.[OH-].[Na+].Cl.[CH3:23]O. (5) Given the product [F:1][C:2]1[CH:24]=[CH:23][CH:22]=[C:21]([F:25])[C:3]=1[C:4]([NH:6][C:7]1[CH:11]=[CH:10][N:9]([CH2:12][C:13]2[CH:18]=[C:17]([O:19][CH2:33][CH2:34][CH2:35][O:36][CH3:37])[CH:16]=[CH:15][C:14]=2[CH3:20])[N:8]=1)=[O:5], predict the reactants needed to synthesize it. The reactants are: [F:1][C:2]1[CH:24]=[CH:23][CH:22]=[C:21]([F:25])[C:3]=1[C:4]([NH:6][C:7]1[CH:11]=[CH:10][N:9]([CH2:12][C:13]2[CH:18]=[C:17]([OH:19])[CH:16]=[CH:15][C:14]=2[CH3:20])[N:8]=1)=[O:5].C(=O)([O-])[O-].[Cs+].[Cs+].Br[CH2:33][CH2:34][CH2:35][O:36][CH3:37]. (6) Given the product [F:68][C:69]1[CH:83]=[CH:82][C:81]([F:84])=[CH:80][C:70]=1[CH2:71][C:72]1[O:76][N:75]=[C:74]([C:77]([NH:1][CH2:4][CH2:5][C:6]#[C:7][Si:8]([CH2:13][CH3:14])([CH2:11][CH3:12])[CH2:9][CH3:10])=[O:78])[CH:73]=1, predict the reactants needed to synthesize it. The reactants are: [N:1]([CH2:4][CH2:5][C:6]#[C:7][Si:8]([CH2:13][CH3:14])([CH2:11][CH3:12])[CH2:9][CH3:10])=[N+]=[N-].C1(P(C2C=CC=CC=2)C2C=CC=CC=2)C=CC=CC=1.Cl.CN(C(ON1N=NC2C=CC=NC1=2)=[N+](C)C)C.F[P-](F)(F)(F)(F)F.C(N(CC)C(C)C)(C)C.[F:68][C:69]1[CH:83]=[CH:82][C:81]([F:84])=[CH:80][C:70]=1[CH2:71][C:72]1[O:76][N:75]=[C:74]([C:77](O)=[O:78])[CH:73]=1. (7) Given the product [CH:1]1([CH2:7][C@@H:8]([NH:22][C:36]([CH:30]2[CH2:35][CH2:34][CH2:33][CH2:32][CH2:31]2)=[O:37])[CH2:9][N:10]2[CH2:11][CH2:12][N:13]([C:16]3[N:21]=[CH:20][CH:19]=[CH:18][N:17]=3)[CH2:14][CH2:15]2)[CH2:6][CH2:5][CH2:4][CH2:3][CH2:2]1, predict the reactants needed to synthesize it. The reactants are: [CH:1]1([CH2:7][C@@H:8]([NH2:22])[CH2:9][N:10]2[CH2:15][CH2:14][N:13]([C:16]3[N:21]=[CH:20][CH:19]=[CH:18][N:17]=3)[CH2:12][CH2:11]2)[CH2:6][CH2:5][CH2:4][CH2:3][CH2:2]1.C(N(CC)CC)C.[CH:30]1([C:36](Cl)=[O:37])[CH2:35][CH2:34][CH2:33][CH2:32][CH2:31]1. (8) Given the product [F:1][C:2]1[CH:32]=[CH:31][C:5]([CH2:6][NH:7][C:8]([C:10]2[N:11]=[C:12]3[C:28]([CH3:30])([CH3:29])[CH2:27][CH2:26][CH2:25][N:13]3[C:14](=[O:24])[C:15]=2[OH:16])=[O:9])=[C:4]([N:33]2[CH:37]=[N:36][CH:35]=[N:34]2)[CH:3]=1, predict the reactants needed to synthesize it. The reactants are: [F:1][C:2]1[CH:32]=[CH:31][C:5]([CH2:6][NH:7][C:8]([C:10]2[N:11]=[C:12]3[C:28]([CH3:30])([CH3:29])[CH2:27][CH2:26][CH2:25][N:13]3[C:14](=[O:24])[C:15]=2[O:16]CC2C=CC=CC=2)=[O:9])=[C:4]([N:33]2[CH:37]=[N:36][CH:35]=[N:34]2)[CH:3]=1.FC(F)(F)C(O)=O. (9) Given the product [C:1]([O:5][C@@H:6]([C:12]1[C:28]([CH3:29])=[CH:27][C:15]2[N:16]=[C:17]([C:19]3[C:24]([CH3:25])=[CH:23][N:22]=[C:21]([C:43]4[CH:42]=[C:41]5[C:46](=[CH:45][CH:44]=4)[N:38]([CH3:37])[N:39]=[CH:40]5)[CH:20]=3)[S:18][C:14]=2[C:13]=1[C:30]1[CH:35]=[CH:34][C:33]([Cl:36])=[CH:32][CH:31]=1)[C:7]([O:9][CH2:10][CH3:11])=[O:8])([CH3:3])([CH3:4])[CH3:2], predict the reactants needed to synthesize it. The reactants are: [C:1]([O:5][C@@H:6]([C:12]1[C:28]([CH3:29])=[CH:27][C:15]2[N:16]=[C:17]([C:19]3[C:24]([CH3:25])=[CH:23][N:22]=[C:21](Cl)[CH:20]=3)[S:18][C:14]=2[C:13]=1[C:30]1[CH:35]=[CH:34][C:33]([Cl:36])=[CH:32][CH:31]=1)[C:7]([O:9][CH2:10][CH3:11])=[O:8])([CH3:4])([CH3:3])[CH3:2].[CH3:37][N:38]1[C:46]2[C:41](=[CH:42][C:43](B(O)O)=[CH:44][CH:45]=2)[CH:40]=[N:39]1.C([O-])([O-])=O.[K+].[K+]. (10) Given the product [CH2:17]([O:16][C:3]1[C:4]([C:12]([CH3:15])([CH3:14])[CH3:13])=[CH:5][C:6]([C:8]([CH3:11])([CH3:10])[CH3:9])=[CH:7][C:2]=1[B:25]([OH:28])[OH:26])[CH2:18][CH3:19], predict the reactants needed to synthesize it. The reactants are: Br[C:2]1[CH:7]=[C:6]([C:8]([CH3:11])([CH3:10])[CH3:9])[CH:5]=[C:4]([C:12]([CH3:15])([CH3:14])[CH3:13])[C:3]=1[O:16][CH2:17][CH2:18][CH3:19].C([Li])(C)(C)C.[B:25](OC)([O:28]C)[O:26]C.